Predict the product of the given reaction. From a dataset of Forward reaction prediction with 1.9M reactions from USPTO patents (1976-2016). Given the reactants C(N)CC.[CH2:5]([NH:9][CH2:10][C:11]1[CH:23]=[CH:22][C:14]([O:15][CH2:16][C:17]([O:19][CH2:20][CH3:21])=[O:18])=[C:13]([CH3:24])[CH:12]=1)[CH2:6][CH2:7]C, predict the reaction product. The product is: [CH3:24][C:13]1[CH:12]=[C:11]([CH2:10][NH:9][CH2:5][CH2:6][CH3:7])[CH:23]=[CH:22][C:14]=1[O:15][CH2:16][C:17]([O:19][CH2:20][CH3:21])=[O:18].